Dataset: Retrosynthesis with 50K atom-mapped reactions and 10 reaction types from USPTO. Task: Predict the reactants needed to synthesize the given product. (1) Given the product CC(=O)c1cc(C(=O)NC[C@H](C)n2ccc(-c3cc(F)c(C#N)c(F)c3)n2)[nH]n1, predict the reactants needed to synthesize it. The reactants are: CC(=O)c1cc(C(=O)O)[nH]n1.C[C@@H](CN)n1ccc(-c2cc(F)c(C#N)c(F)c2)n1. (2) Given the product CN(CC(N)=O)c1ccc(Cc2ccc(OC(F)F)c(-c3cccc(Cl)c3)c2)cn1, predict the reactants needed to synthesize it. The reactants are: CNCC(N)=O.Fc1ccc(Cc2ccc(OC(F)F)c(-c3cccc(Cl)c3)c2)cn1. (3) The reactants are: C#CCO.Cc1ccc(O)cc1C. Given the product C#CCOc1ccc(C)c(C)c1, predict the reactants needed to synthesize it. (4) Given the product Cc1cccc(C(=O)Nc2ccc3c(c2)CC(NCc2ncc[nH]2)C3)c1-c1ccc(C(F)(F)F)cc1, predict the reactants needed to synthesize it. The reactants are: Cc1cccc(C(=O)Nc2ccc3c(c2)CC(N)C3)c1-c1ccc(C(F)(F)F)cc1.O=Cc1ncc[nH]1. (5) The reactants are: CNC(N)=S.N#Cc1ccc(OCCCCCOc2ccc(C(=O)CBr)cc2)cc1. Given the product CNc1nc(-c2ccc(OCCCCCOc3ccc(C#N)cc3)cc2)cs1, predict the reactants needed to synthesize it. (6) Given the product COc1ccc(S(=O)(=O)Nc2cc(Br)ccc2C(=O)c2ccccc2)cc1, predict the reactants needed to synthesize it. The reactants are: COc1ccc(S(=O)(=O)Cl)cc1.Nc1cc(Br)ccc1C(=O)c1ccccc1. (7) Given the product O=C(NO)c1ccc(CCl)cc1, predict the reactants needed to synthesize it. The reactants are: NO.O=C(Cl)c1ccc(CCl)cc1.